This data is from Reaction yield outcomes from USPTO patents with 853,638 reactions. The task is: Predict the reaction yield, written as a fraction of the theoretical maximum amount of product (1.0 means a 100% yield; for example, 0.34 means a 34% yield). (1) The reactants are Br[C:2]1[NH:6][C:5]([C@@H:7]2[CH2:11][CH2:10][CH2:9][N:8]2[C:12](=[O:22])[C@@H:13]([NH:17][C:18](=[O:21])[O:19][CH3:20])[CH:14]([CH3:16])[CH3:15])=[N:4][CH:3]=1.CC1(C)C(C)(C)OB([C:31]2[CH:36]=[C:35]3[CH2:37][O:38][C:39]4[CH:63]=[C:62]5[C:42]([CH:43]=[CH:44][C:45]6[N:49]=[C:48]([CH:50]7[CH2:54][CH2:53][CH2:52][N:51]7[C:55]([O:57][C:58]([CH3:61])([CH3:60])[CH3:59])=[O:56])[NH:47][C:46]=65)=[CH:41][C:40]=4[C:34]3=[CH:33][CH:32]=2)O1.C(=O)([O-])[O-].[K+].[K+]. The catalyst is COCCOC.CN(C)C=O.C1C=CC(P(C2C=CC=CC=2)[C-]2C=CC=C2)=CC=1.C1C=CC(P(C2C=CC=CC=2)[C-]2C=CC=C2)=CC=1.Cl[Pd]Cl.[Fe+2]. The product is [CH3:20][O:19][C:18]([NH:17][C@H:13]([C:12]([N:8]1[CH2:9][CH2:10][CH2:11][CH:7]1[C:5]1[NH:6][C:2]([C:31]2[CH:36]=[C:35]3[CH2:37][O:38][C:39]4[CH:63]=[C:62]5[C:42]([CH:43]=[CH:44][C:45]6[N:49]=[C:48]([CH:50]7[CH2:54][CH2:53][CH2:52][N:51]7[C:55]([O:57][C:58]([CH3:59])([CH3:60])[CH3:61])=[O:56])[NH:47][C:46]=65)=[CH:41][C:40]=4[C:34]3=[CH:33][CH:32]=2)=[CH:3][N:4]=1)=[O:22])[CH:14]([CH3:16])[CH3:15])=[O:21]. The yield is 0.590. (2) The reactants are [C:1]([O:5][C:6]([NH:8][C:9]1[S:10][CH:11]=[C:12]([C:14](OCC)=[O:15])[N:13]=1)=[O:7])([CH3:4])([CH3:3])[CH3:2].[Li+].[B-](CC)(CC)CC. The catalyst is C1COCC1. The product is [OH:15][CH2:14][C:12]1[N:13]=[C:9]([NH:8][C:6](=[O:7])[O:5][C:1]([CH3:3])([CH3:2])[CH3:4])[S:10][CH:11]=1. The yield is 0.720. (3) The reactants are FC1C=C(F)C=CC=1C1C=C(CO)C(=O)N(CC(C)C)N=1.[F:22][C:23]1[CH:24]=[C:25]([C:31]2[CH:32]=[C:33]([C:38]([O:40][CH3:41])=[O:39])[C:34](=[O:37])[NH:35][N:36]=2)[CH:26]=[CH:27][C:28]=1[O:29][CH3:30].[Cl:42][C:43]1[CH:52]=[CH:51][C:46]([CH:47]=[CH:48][CH2:49]Cl)=[CH:45][CH:44]=1. No catalyst specified. The product is [Cl:42][C:43]1[CH:52]=[CH:51][C:46]([CH:47]=[CH:48][CH2:49][N:35]2[C:34](=[O:37])[C:33]([C:38]([O:40][CH3:41])=[O:39])=[CH:32][C:31]([C:25]3[CH:26]=[CH:27][C:28]([O:29][CH3:30])=[C:23]([F:22])[CH:24]=3)=[N:36]2)=[CH:45][CH:44]=1. The yield is 0.511. (4) The reactants are [C:1]([C:3]1[S:4][C:5]2[C:11]([C:12]#[N:13])=[C:10](/[N:14]=[CH:15]/[N:16](C)C)[CH:9]=[CH:8][C:6]=2[N:7]=1)#[N:2].[Br:19][C:20]1[CH:26]=[CH:25][C:23](N)=[C:22]([F:27])[CH:21]=1.[K+].[Br-]. The catalyst is C(Cl)Cl.CCOC(C)=O. The product is [Br:19][C:20]1[CH:26]=[CH:25][C:23]([NH:13][C:12]2[C:11]3[C:10](=[CH:9][CH:8]=[C:6]4[N:7]=[C:3]([C:1]#[N:2])[S:4][C:5]4=3)[N:14]=[CH:15][N:16]=2)=[C:22]([F:27])[CH:21]=1. The yield is 0.300. (5) The product is [Br:1][C:2]1[C:3]([O:16][CH2:18][CH2:19][CH3:20])=[C:4]2[C:9](=[CH:10][CH:11]=1)[N:8]([C:12](=[O:14])[CH3:13])[C@@H:7]([CH3:15])[CH2:6][CH2:5]2. The reactants are [Br:1][C:2]1[C:3]([OH:16])=[C:4]2[C:9](=[CH:10][CH:11]=1)[N:8]([C:12](=[O:14])[CH3:13])[C@@H:7]([CH3:15])[CH2:6][CH2:5]2.Br[CH2:18][CH2:19][CH3:20].CC(C)([O-])C.[K+].O. The yield is 0.580. The catalyst is CN(C)C=O. (6) The reactants are [C:1]1([CH:7]([C:11]2[CH:16]=[CH:15][CH:14]=[CH:13][CH:12]=2)[C:8](Cl)=[O:9])[CH:6]=[CH:5][CH:4]=[CH:3][CH:2]=1.Br.[Br:18][CH2:19][CH2:20][CH2:21][NH2:22].C(N(CC)CC)C.O. The catalyst is ClCCl. The product is [Br:18][CH2:19][CH2:20][CH2:21][NH:22][C:8](=[O:9])[CH:7]([C:11]1[CH:16]=[CH:15][CH:14]=[CH:13][CH:12]=1)[C:1]1[CH:6]=[CH:5][CH:4]=[CH:3][CH:2]=1. The yield is 0.775. (7) The reactants are [C:1]([NH:6][C:7]1[C:16](=[O:17])[C:15]2[N:14]=[C:13]([CH3:18])[CH:12]=[CH:11][C:10]=2[C:9](=[O:19])[CH:8]=1)(=[O:5])[CH2:2][CH2:3][CH3:4].[Se](=O)=[O:21]. The catalyst is O. The product is [C:1]([NH:6][C:7]1[C:16](=[O:17])[C:15]2[N:14]=[C:13]([CH:18]=[O:21])[CH:12]=[CH:11][C:10]=2[C:9](=[O:19])[CH:8]=1)(=[O:5])[CH2:2][CH2:3][CH3:4]. The yield is 0.650.